This data is from Forward reaction prediction with 1.9M reactions from USPTO patents (1976-2016). The task is: Predict the product of the given reaction. (1) Given the reactants [CH3:1][O:2][C:3]1[CH:4]=[CH:5][C:6]2[N:10]([CH3:11])[C:9](=[O:12])[N:8]([CH2:13][C@H:14]3[CH2:19][CH2:18][C@H:17]([C:20]([OH:22])=O)[CH2:16][CH2:15]3)[C:7]=2[CH:23]=1.CN([C:27]([O:31][N:32]1N=NC2C=CC=N[C:33]1=2)=[N+](C)C)C.F[P-](F)(F)(F)(F)F.Cl.CNOC, predict the reaction product. The product is: [CH3:27][O:31][N:32]([CH3:33])[C:20]([C@H:17]1[CH2:18][CH2:19][C@H:14]([CH2:13][N:8]2[C:7]3[CH:23]=[C:3]([O:2][CH3:1])[CH:4]=[CH:5][C:6]=3[N:10]([CH3:11])[C:9]2=[O:12])[CH2:15][CH2:16]1)=[O:22]. (2) Given the reactants [CH:1]1([NH:4][C:5](=[O:26])[C:6]2[CH:11]=[CH:10][C:9]([CH3:12])=[C:8]([NH:13][C:14]3[CH:15]=[C:16]4[C:20](=[CH:21][CH:22]=3)[C:19](=[O:23])[C:18]([CH3:25])([CH3:24])[CH2:17]4)[CH:7]=2)[CH2:3][CH2:2]1.[CH3:27][Si]([N-][Si](C)(C)C)(C)C.[Na+].CI, predict the reaction product. The product is: [CH:1]1([NH:4][C:5](=[O:26])[C:6]2[CH:11]=[CH:10][C:9]([CH3:12])=[C:8]([N:13]([C:14]3[CH:15]=[C:16]4[C:20](=[CH:21][CH:22]=3)[C:19](=[O:23])[C:18]([CH3:24])([CH3:25])[CH2:17]4)[CH3:27])[CH:7]=2)[CH2:2][CH2:3]1. (3) The product is: [C:10]([C:12]1[CH:13]=[CH:14][C:15]([C:16]([CH2:18][NH:19][CH2:20][CH2:21][N:22]2[CH2:27][CH2:26][CH:25]([O:28][C:29](=[O:43])[NH:30][C:31]3[CH:36]=[CH:35][CH:34]=[CH:33][C:32]=3[C:37]3[CH:38]=[CH:39][CH:40]=[CH:41][CH:42]=3)[CH2:24][CH2:23]2)=[O:17])=[CH:44][CH:45]=1)(=[O:11])[NH2:1]. Given the reactants [NH:1]1CCC(C(N)=O)CC1.[CH:10]([C:12]1[CH:45]=[CH:44][C:15]([C:16]([CH2:18][NH:19][CH2:20][CH2:21][N:22]2[CH2:27][CH2:26][CH:25]([O:28][C:29](=[O:43])[NH:30][C:31]3[CH:36]=[CH:35][CH:34]=[CH:33][C:32]=3[C:37]3[CH:42]=[CH:41][CH:40]=[CH:39][CH:38]=3)[CH2:24][CH2:23]2)=[O:17])=[CH:14][CH:13]=1)=[O:11].[O-]S([O-])(=O)=O.[Na+].[Na+].CC(O)=O, predict the reaction product. (4) The product is: [CH3:1][C:2]1[C:6]([C:7]2[CH:8]=[C:9]([C:10]([O:12][CH3:13])=[O:11])[C:14]3[C:23]4[C:18](=[CH:19][CH:20]=[C:21]([S:24]([CH3:27])(=[O:25])=[O:26])[CH:22]=4)[NH:17][C:15]=3[CH:16]=2)=[C:5]([CH3:28])[O:4][N:3]=1. Given the reactants [CH3:1][C:2]1[C:6]([C:7]2[CH:8]=[C:9]([CH:14]=[C:15]([NH:17][C:18]3[CH:23]=[CH:22][C:21]([S:24]([CH3:27])(=[O:26])=[O:25])=[CH:20][CH:19]=3)[CH:16]=2)[C:10]([O:12][CH3:13])=[O:11])=[C:5]([CH3:28])[O:4][N:3]=1.C([O-])([O-])=O.[K+].[K+].C(O)(=O)C(C)(C)C.C([O-])(O)=O.[Na+], predict the reaction product.